This data is from Full USPTO retrosynthesis dataset with 1.9M reactions from patents (1976-2016). The task is: Predict the reactants needed to synthesize the given product. (1) Given the product [C:12]1([CH2:18][CH2:19][CH:20]([O:27][Si:28]([CH:35]([CH3:37])[CH3:36])([CH:32]([CH3:34])[CH3:33])[CH:29]([CH3:31])[CH3:30])[CH2:21][CH2:22][CH2:23][C:24]([C:10]2[O:11][C:7]([C:2]3[CH:3]=[CH:4][CH:5]=[CH:6][N:1]=3)=[CH:8][N:9]=2)=[O:25])[CH:17]=[CH:16][CH:15]=[CH:14][CH:13]=1, predict the reactants needed to synthesize it. The reactants are: [N:1]1[CH:6]=[CH:5][CH:4]=[CH:3][C:2]=1[C:7]1[O:11][CH:10]=[N:9][CH:8]=1.[C:12]1([CH2:18][CH2:19][CH:20]([O:27][Si:28]([CH:35]([CH3:37])[CH3:36])([CH:32]([CH3:34])[CH3:33])[CH:29]([CH3:31])[CH3:30])[CH2:21][CH2:22][CH2:23][C:24](O)=[O:25])[CH:17]=[CH:16][CH:15]=[CH:14][CH:13]=1. (2) Given the product [C:33]([C:2]1[CH:7]=[CH:6][CH:5]=[CH:4][C:3]=1[S:8][CH2:9][C@H:10]1[C@H:16]([C:17]2[CH:22]=[CH:21][C:20]([Cl:23])=[C:19]([Cl:24])[CH:18]=2)[O:15][CH2:14][CH2:13][N:12]([C:25]([O:27][C:28]([CH3:31])([CH3:30])[CH3:29])=[O:26])[CH2:11]1)#[N:34], predict the reactants needed to synthesize it. The reactants are: Br[C:2]1[CH:7]=[CH:6][CH:5]=[CH:4][C:3]=1[S:8][CH2:9][C@H:10]1[C@H:16]([C:17]2[CH:22]=[CH:21][C:20]([Cl:23])=[C:19]([Cl:24])[CH:18]=2)[O:15][CH2:14][CH2:13][N:12]([C:25]([O:27][C:28]([CH3:31])([CH3:30])[CH3:29])=[O:26])[CH2:11]1.[Cu](C#N)[C:33]#[N:34]. (3) Given the product [N:1]1[CH:2]=[CH:3][CH:4]=[C:5]2[C:7](=[O:17])[C:8]3[C:9]([C:10]=12)=[CH:11][CH:12]=[CH:13][CH:14]=3, predict the reactants needed to synthesize it. The reactants are: [N:1]1[C:10]2[C:5](=C[CH:7]=[C:8]3[CH:14]=[CH:13][CH:12]=[CH:11][C:9]3=2)[CH:4]=[CH:3][CH:2]=1.[OH-].[K+].[O-:17][Mn](=O)(=O)=O.[K+]. (4) Given the product [C:1]([O:5][C:6](=[O:20])[NH:7][CH2:8][CH2:9][N:10]1[C:18]2[C:17]([NH:37][C:33]3[CH:32]=[C:31]4[C:36](=[CH:35][CH:34]=3)[N:28]([CH2:27][C:22]3[CH:23]=[CH:24][CH:25]=[CH:26][N:21]=3)[CH:29]=[CH:30]4)=[N:16][CH:15]=[N:14][C:13]=2[CH:12]=[CH:11]1)([CH3:4])([CH3:3])[CH3:2], predict the reactants needed to synthesize it. The reactants are: [C:1]([O:5][C:6](=[O:20])[NH:7][CH2:8][CH2:9][N:10]1[C:18]2[C:17](Cl)=[N:16][CH:15]=[N:14][C:13]=2[CH:12]=[CH:11]1)([CH3:4])([CH3:3])[CH3:2].[N:21]1[CH:26]=[CH:25][CH:24]=[CH:23][C:22]=1[CH2:27][N:28]1[C:36]2[C:31](=[CH:32][C:33]([NH2:37])=[CH:34][CH:35]=2)[CH:30]=[CH:29]1.C(=O)(O)[O-].[Na+]. (5) Given the product [C:1]1([CH2:25][O:26][C@@H:27]2[C@H:31]([OH:32])[C@@H:30]([CH2:33][O:34][C:43]([C:60]3[CH:65]=[CH:64][CH:63]=[CH:62][CH:61]=3)([C:52]3[CH:59]=[CH:58][C:55]([O:56][CH3:57])=[CH:54][CH:53]=3)[C:44]3[CH:45]=[CH:46][C:47]([O:48][CH3:49])=[CH:50][CH:51]=3)[O:29][C@H:28]2[N:35]2[CH:42]=[CH:41][C:39](=[O:40])[NH:38][C:36]2=[O:37])[C:18]2[C:19]3[C:24]4[C:3](=[CH:4][CH:5]=[C:6]5[C:23]=4[C:22]4[C:9](=[CH:10][CH:11]=[C:12]6[C:21]=4[C:20]=3[C:15](=[CH:16][CH:17]=2)[CH:14]=[CH:13]6)[CH:8]=[CH:7]5)[CH:2]=1, predict the reactants needed to synthesize it. The reactants are: [C:1]1([CH2:25][O:26][C@@H:27]2[C@H:31]([OH:32])[C@@H:30]([CH2:33][OH:34])[O:29][C@H:28]2[N:35]2[CH:42]=[CH:41][C:39](=[O:40])[NH:38][C:36]2=[O:37])[C:18]2[C:19]3[C:24]4[C:3](=[CH:4][CH:5]=[C:6]5[C:23]=4[C:22]4[C:9](=[CH:10][CH:11]=[C:12]6[C:21]=4[C:20]=3[C:15](=[CH:16][CH:17]=2)[CH:14]=[CH:13]6)[CH:8]=[CH:7]5)[CH:2]=1.[C:43](Cl)([C:60]1[CH:65]=[CH:64][CH:63]=[CH:62][CH:61]=1)([C:52]1[CH:59]=[CH:58][C:55]([O:56][CH3:57])=[CH:54][CH:53]=1)[C:44]1[CH:51]=[CH:50][C:47]([O:48][CH3:49])=[CH:46][CH:45]=1. (6) The reactants are: Cl[C:2]1[C:7]([CH:8]=[O:9])=[C:6]([N:10]2[CH2:22][CH2:21][N:13]3[C:14]4[CH2:15][CH2:16][CH2:17][CH2:18][C:19]=4[CH:20]=[C:12]3[C:11]2=[O:23])[N:5]=[CH:4][CH:3]=1.[CH3:24][N:25]1[CH:30]=[C:29](B2OC(C)(C)C(C)(C)O2)[CH:28]=[C:27]([NH:40][C:41]2[CH:46]=[CH:45][C:44]([N:47]3[CH2:52][CH2:51][N:50]([CH:53]4[CH2:56][O:55][CH2:54]4)[CH2:49][CH2:48]3)=[CH:43][N:42]=2)[C:26]1=[O:57].[O-]P([O-])([O-])=O.[K+].[K+].[K+]. Given the product [CH3:24][N:25]1[C:26](=[O:57])[C:27]([NH:40][C:41]2[CH:46]=[CH:45][C:44]([N:47]3[CH2:52][CH2:51][N:50]([CH:53]4[CH2:54][O:55][CH2:56]4)[CH2:49][CH2:48]3)=[CH:43][N:42]=2)=[CH:28][C:29]([C:2]2[C:7]([CH:8]=[O:9])=[C:6]([N:10]3[CH:22]=[CH:21][N:13]4[C:14]5[CH2:15][CH2:16][CH2:17][CH2:18][C:19]=5[CH:20]=[C:12]4[C:11]3=[O:23])[N:5]=[CH:4][CH:3]=2)=[CH:30]1, predict the reactants needed to synthesize it. (7) Given the product [CH3:1][C:2]([OH:6])(/[CH:4]=[CH:5]/[Sn:11]([CH2:12][CH2:13][CH2:14][CH3:15])([CH2:16][CH2:17][CH2:18][CH3:19])[CH2:7][CH2:8][CH2:9][CH3:10])[CH3:3], predict the reactants needed to synthesize it. The reactants are: [CH3:1][C:2]([OH:6])([C:4]#[CH:5])[CH3:3].[CH2:7]([SnH:11]([CH2:16][CH2:17][CH2:18][CH3:19])[CH2:12][CH2:13][CH2:14][CH3:15])[CH2:8][CH2:9][CH3:10].